From a dataset of Experimental lipophilicity measurements (octanol/water distribution) for 4,200 compounds from AstraZeneca. Regression/Classification. Given a drug SMILES string, predict its absorption, distribution, metabolism, or excretion properties. Task type varies by dataset: regression for continuous measurements (e.g., permeability, clearance, half-life) or binary classification for categorical outcomes (e.g., BBB penetration, CYP inhibition). For this dataset (lipophilicity_astrazeneca), we predict Y. (1) The drug is N#CC1(NC(=O)[C@@H]2CCCC[C@H]2C(=O)N2CCN(c3nc(-c4ccccc4)cs3)CC2)CC1. The Y is 3.50 logD. (2) The drug is N#Cc1ccc(-c2csc(Nc3ccc(O)cc3)n2)cc1. The Y is 4.10 logD. (3) The drug is c1ccc(-c2nc3ccccc3[nH]2)nc1. The Y is 2.50 logD. (4) The compound is CCN(CC)C(=O)c1ccc([C@H](c2cccc(NC(=O)C3CC3)c2)N2CCN(CCOC)CC2)cc1. The Y is 2.35 logD. (5) The drug is NC1(c2ccc(-c3ncc4cccnc4c3-c3ccccc3)cc2)CCC1. The Y is 1.70 logD. (6) The compound is C[C@@H](NC1=CC(=O)CCC1)c1ccc(Nc2ncc3cc(-c4ccncc4)ccc3n2)cc1. The Y is 3.17 logD.